Dataset: Catalyst prediction with 721,799 reactions and 888 catalyst types from USPTO. Task: Predict which catalyst facilitates the given reaction. (1) Reactant: C(O)[C@H]1[O:7][C@H:6]([O:8][C@@H]([C@H](O)[C@@H](O)CO)[C@H](O)CO)[C@H](O)[C@@H](O)[C@@H]1O.C(O)[C@@H]([C@H]([C@@H](CO)O)O)[OH:26].C(O)[C@H]1O[C@@H]([O:41][C@H:42]2[C@H:46](O)[C@@:45]([OH:50])(CO)[O:44][C@@H:43]2[CH2:51][OH:52])[C@H](O)[C@@H](O)[C@H]1O. Product: [C:45]([OH:44])(=[O:50])[CH2:46][C:42]([CH2:43][C:51]([OH:52])=[O:26])([C:6]([OH:8])=[O:7])[OH:41]. The catalyst class is: 6. (2) Reactant: [C:1]([O:5][C:6]([NH:8][C@@H:9]([C:12]1[CH:13]=[C:14]([C:18]2[CH:23]=[C:22]([CH:24]=[CH2:25])[CH:21]=[C:20]([CH2:26][O:27][C:28]3[CH:33]=[CH:32][CH:31]=[CH:30][C:29]=3[CH2:34][C:35]([O:37][C:38]([CH3:41])([CH3:40])[CH3:39])=[O:36])[CH:19]=2)[CH:15]=[CH:16][CH:17]=1)[CH2:10][OH:11])=[O:7])([CH3:4])([CH3:3])[CH3:2]. Product: [C:1]([O:5][C:6]([NH:8][C@@H:9]([C:12]1[CH:13]=[C:14]([C:18]2[CH:23]=[C:22]([CH2:24][CH3:25])[CH:21]=[C:20]([CH2:26][O:27][C:28]3[CH:33]=[CH:32][CH:31]=[CH:30][C:29]=3[CH2:34][C:35]([O:37][C:38]([CH3:39])([CH3:41])[CH3:40])=[O:36])[CH:19]=2)[CH:15]=[CH:16][CH:17]=1)[CH2:10][OH:11])=[O:7])([CH3:4])([CH3:2])[CH3:3]. The catalyst class is: 25. (3) Reactant: [OH:1][CH:2]([CH2:22][CH2:23][CH2:24][CH2:25][CH2:26][C:27]([O:29][CH2:30][CH2:31][CH2:32][CH2:33][CH2:34][CH2:35][CH2:36][CH2:37][CH2:38][CH2:39][CH3:40])=[O:28])[CH2:3][CH2:4][CH2:5][CH2:6][CH2:7][C:8]([O:10][CH2:11][CH2:12][CH2:13][CH2:14][CH2:15][CH2:16][CH2:17][CH2:18][CH2:19][CH2:20][CH3:21])=[O:9].CCN=C=N[CH2:46][CH2:47][CH2:48][N:49]([CH3:51])[CH3:50].Cl.Cl.CN(C(CC)[C:58](O)=[O:59])C. Product: [CH3:50][N:49]([CH3:51])[CH2:48][CH2:47][CH2:46][C:58]([O:1][CH:2]([CH2:3][CH2:4][CH2:5][CH2:6][CH2:7][C:8]([O:10][CH2:11][CH2:12][CH2:13][CH2:14][CH2:15][CH2:16][CH2:17][CH2:18][CH2:19][CH2:20][CH3:21])=[O:9])[CH2:22][CH2:23][CH2:24][CH2:25][CH2:26][C:27]([O:29][CH2:30][CH2:31][CH2:32][CH2:33][CH2:34][CH2:35][CH2:36][CH2:37][CH2:38][CH2:39][CH3:40])=[O:28])=[O:59]. The catalyst class is: 119.